From a dataset of NCI-60 drug combinations with 297,098 pairs across 59 cell lines. Regression. Given two drug SMILES strings and cell line genomic features, predict the synergy score measuring deviation from expected non-interaction effect. Drug 1: C1C(C(OC1N2C=NC3=C(N=C(N=C32)Cl)N)CO)O. Drug 2: CS(=O)(=O)CCNCC1=CC=C(O1)C2=CC3=C(C=C2)N=CN=C3NC4=CC(=C(C=C4)OCC5=CC(=CC=C5)F)Cl. Cell line: OVCAR-8. Synergy scores: CSS=38.3, Synergy_ZIP=-1.08, Synergy_Bliss=-2.59, Synergy_Loewe=-16.0, Synergy_HSA=-0.110.